This data is from Full USPTO retrosynthesis dataset with 1.9M reactions from patents (1976-2016). The task is: Predict the reactants needed to synthesize the given product. (1) Given the product [I:11][C:8]1[CH:9]=[C:4]([N+:1]([O-:3])=[O:2])[C:5]([NH2:10])=[N:6][CH:7]=1, predict the reactants needed to synthesize it. The reactants are: [N+:1]([C:4]1[C:5]([NH2:10])=[N:6][CH:7]=[CH:8][CH:9]=1)([O-:3])=[O:2].[I:11](O)(=O)(=O)=O.II. (2) Given the product [Cl:1][C:2]1[CH:7]=[CH:6][C:5]([C:8]2[N:12]([CH:13]([CH:23]3[CH2:24][CH2:25][CH2:26][CH2:27][CH2:28]3)[CH:14]=[O:15])[C:11]3[CH:29]=[C:30]([F:34])[C:31]([F:33])=[CH:32][C:10]=3[N:9]=2)=[CH:4][CH:3]=1, predict the reactants needed to synthesize it. The reactants are: [Cl:1][C:2]1[CH:7]=[CH:6][C:5]([C:8]2[N:12]([CH:13]([CH:23]3[CH2:28][CH2:27][CH2:26][CH2:25][CH2:24]3)[CH2:14][O:15]CC3CCCCC3)[C:11]3[CH:29]=[C:30]([F:34])[C:31]([F:33])=[CH:32][C:10]=3[N:9]=2)=[CH:4][CH:3]=1.CC(OI1(OC(C)=O)(OC(C)=O)OC(=O)C2C1=CC=CC=2)=O.O. (3) Given the product [CH:20]([C:23]1[CH:28]=[CH:27][CH:26]=[C:25]([CH:29]([CH3:30])[CH3:31])[C:24]=1[NH:32][C:33](=[O:34])[N:10]([CH2:9][C:6]1[CH:5]=[CH:4][C:3]([N:2]([CH3:19])[CH3:1])=[CH:8][CH:7]=1)[C:11]1[CH:16]=[CH:15][C:14]([CH2:17][CH3:18])=[CH:13][CH:12]=1)([CH3:21])[CH3:22], predict the reactants needed to synthesize it. The reactants are: [CH3:1][N:2]([CH3:19])[C:3]1[CH:8]=[CH:7][C:6]([CH2:9][NH:10][C:11]2[CH:16]=[CH:15][C:14]([CH2:17][CH3:18])=[CH:13][CH:12]=2)=[CH:5][CH:4]=1.[CH:20]([C:23]1[CH:28]=[CH:27][CH:26]=[C:25]([CH:29]([CH3:31])[CH3:30])[C:24]=1[N:32]=[C:33]=[O:34])([CH3:22])[CH3:21]. (4) The reactants are: [C:1]([O:5][C:6](=[O:32])[NH:7][CH2:8][CH2:9][CH2:10][NH:11][CH:12]([C:15]1[N:20]([CH2:21][C:22]2[CH:27]=[CH:26][CH:25]=[CH:24][CH:23]=2)[C:19](=[O:28])[C:18]2=[CH:29][CH:30]=[CH:31][N:17]2[N:16]=1)[CH2:13][CH3:14])([CH3:4])([CH3:3])[CH3:2].[Cl:33][C:34]1[CH:42]=[CH:41][C:37]([C:38](Cl)=[O:39])=[CH:36][CH:35]=1.C(N(CC)CC)C. Given the product [C:1]([O:5][C:6](=[O:32])[NH:7][CH2:8][CH2:9][CH2:10][N:11]([CH:12]([C:15]1[N:20]([CH2:21][C:22]2[CH:27]=[CH:26][CH:25]=[CH:24][CH:23]=2)[C:19](=[O:28])[C:18]2=[CH:29][CH:30]=[CH:31][N:17]2[N:16]=1)[CH2:13][CH3:14])[C:38](=[O:39])[C:37]1[CH:41]=[CH:42][C:34]([Cl:33])=[CH:35][CH:36]=1)([CH3:2])([CH3:3])[CH3:4], predict the reactants needed to synthesize it. (5) Given the product [C:1]([C:5]1[N:10]=[C:9]2[N:11]([CH2:14][C:15]3[CH:20]=[CH:19][C:18]([O:21][CH3:22])=[CH:17][CH:16]=3)[N:12]=[CH:13][C:8]2=[C:7]([N:28]2[CH2:29][CH2:30][C:26]([F:31])([F:25])[CH2:27]2)[N:6]=1)([CH3:4])([CH3:3])[CH3:2], predict the reactants needed to synthesize it. The reactants are: [C:1]([C:5]1[N:10]=[C:9]2[N:11]([CH2:14][C:15]3[CH:20]=[CH:19][C:18]([O:21][CH3:22])=[CH:17][CH:16]=3)[N:12]=[CH:13][C:8]2=[C:7](Cl)[N:6]=1)([CH3:4])([CH3:3])[CH3:2].Cl.[F:25][C:26]1([F:31])[CH2:30][CH2:29][NH:28][CH2:27]1.CCN(C(C)C)C(C)C. (6) The reactants are: C(OC([N:8]1[CH2:13][CH2:12][N:11]([C:14]2[C:15]3[C:29]([Cl:30])=[CH:28][N:27]=[C:26]([N:31]([CH3:33])[CH3:32])[C:16]=3[N:17]=[C:18]([C:20]3[CH:25]=[CH:24][N:23]=[CH:22][CH:21]=3)[N:19]=2)[CH2:10][CH2:9]1)=O)(C)(C)C.C(Cl)Cl.Cl. Given the product [Cl:30][C:29]1[C:15]2[C:14]([N:11]3[CH2:12][CH2:13][NH:8][CH2:9][CH2:10]3)=[N:19][C:18]([C:20]3[CH:21]=[CH:22][N:23]=[CH:24][CH:25]=3)=[N:17][C:16]=2[C:26]([N:31]([CH3:33])[CH3:32])=[N:27][CH:28]=1, predict the reactants needed to synthesize it. (7) Given the product [Cl:1][C:2]1[C:7]([C:8]([C:10]2[CH:15]=[CH:14][CH:13]=[C:12]([O:16][CH3:17])[CH:11]=2)=[O:9])=[CH:6][CH:5]=[CH:4][N:3]=1, predict the reactants needed to synthesize it. The reactants are: [Cl:1][C:2]1[C:7]([CH:8]([C:10]2[CH:15]=[CH:14][CH:13]=[C:12]([O:16][CH3:17])[CH:11]=2)[OH:9])=[CH:6][CH:5]=[CH:4][N:3]=1. (8) Given the product [C:14]([C:16]1[N:20]([CH3:21])[C:19]([C:2]2[CH:7]=[CH:6][C:5]([S:8]([NH:11][CH3:12])(=[O:10])=[O:9])=[CH:4][C:3]=2[F:13])=[CH:18][CH:17]=1)#[N:15], predict the reactants needed to synthesize it. The reactants are: Br[C:2]1[CH:7]=[CH:6][C:5]([S:8]([NH:11][CH3:12])(=[O:10])=[O:9])=[CH:4][C:3]=1[F:13].[C:14]([C:16]1[N:20]([CH3:21])[C:19](B(O)O)=[CH:18][CH:17]=1)#[N:15].[F-].[K+].C(P(C(C)(C)C)C(C)(C)C)(C)(C)C. (9) Given the product [Cl:10][C:5]1[CH:4]=[CH:3][C:2](/[C:24](/[C:38]2[CH:39]=[CH:40][C:41]([CH:44]([CH3:46])[CH3:45])=[CH:42][CH:43]=2)=[CH:23]/[C@@H:22]2[N:18]([CH2:17][C:16]3[CH:48]=[CH:49][C:50]([O:52][CH3:53])=[CH:51][C:15]=3[O:14][CH3:13])[C:19](=[O:47])[CH2:20][CH2:21]2)=[N:7][C:6]=1[O:8][CH3:9], predict the reactants needed to synthesize it. The reactants are: Br[C:2]1[N:7]=[C:6]([O:8][CH3:9])[C:5]([Cl:10])=[CH:4][CH:3]=1.[F-].[Cs+].[CH3:13][O:14][C:15]1[CH:51]=[C:50]([O:52][CH3:53])[CH:49]=[CH:48][C:16]=1[CH2:17][N:18]1[C@@H:22](/[CH:23]=[C:24](\[C:38]2[CH:43]=[CH:42][C:41]([CH:44]([CH3:46])[CH3:45])=[CH:40][CH:39]=2)/[Sn](CCCC)(CCCC)CCCC)[CH2:21][CH2:20][C:19]1=[O:47].O. (10) Given the product [F:8][C:9]1[C:14]([I:21])=[CH:13][CH:12]=[C:11]([F:15])[N:10]=1, predict the reactants needed to synthesize it. The reactants are: C(NC(C)C)(C)C.[F:8][C:9]1[CH:14]=[CH:13][CH:12]=[C:11]([F:15])[N:10]=1.C([Li])CCC.[I:21]I.